From a dataset of Peptide-MHC class II binding affinity with 134,281 pairs from IEDB. Regression. Given a peptide amino acid sequence and an MHC pseudo amino acid sequence, predict their binding affinity value. This is MHC class II binding data. (1) The peptide sequence is GMVIFFMSPKGISRM. The MHC is HLA-DQA10601-DQB10402 with pseudo-sequence HLA-DQA10601-DQB10402. The binding affinity (normalized) is 0.787. (2) The peptide sequence is AEEVEKIEKTEEPAP. The MHC is DRB1_0901 with pseudo-sequence DRB1_0901. The binding affinity (normalized) is 0.0334. (3) The peptide sequence is YDKFLANMSTVLTGK. The MHC is DRB1_1101 with pseudo-sequence DRB1_1101. The binding affinity (normalized) is 0.670. (4) The peptide sequence is AFILDGDNLFPKL. The MHC is DRB1_0401 with pseudo-sequence DRB1_0401. The binding affinity (normalized) is 0.753. (5) The peptide sequence is KAFVLDSDNLIPKVV. The MHC is HLA-DQA10501-DQB10301 with pseudo-sequence HLA-DQA10501-DQB10301. The binding affinity (normalized) is 0.221. (6) The peptide sequence is EKGYFAATQFEPLAA. The MHC is HLA-DPA10201-DPB11401 with pseudo-sequence HLA-DPA10201-DPB11401. The binding affinity (normalized) is 0.676. (7) The peptide sequence is ADLDSGAVIAARDPH. The MHC is DRB1_0701 with pseudo-sequence DRB1_0701. The binding affinity (normalized) is 0.181.